Dataset: Full USPTO retrosynthesis dataset with 1.9M reactions from patents (1976-2016). Task: Predict the reactants needed to synthesize the given product. (1) The reactants are: [CH2:1]([CH:3]([CH:7]([CH3:10])[CH2:8][CH3:9])[C:4](Cl)=[O:5])[CH3:2].S(Cl)(Cl)=O.[NH2:15][C:16]([NH2:18])=[O:17]. Given the product [CH2:1]([CH:3]([CH:7]([CH3:10])[CH2:8][CH3:9])[C:4]([NH:15][C:16]([NH2:18])=[O:17])=[O:5])[CH3:2], predict the reactants needed to synthesize it. (2) Given the product [ClH:14].[N:11]1[CH:12]=[CH:13][C:8]([O:1][C:2]2[CH:3]=[CH:4][C:5]([S:15]([Cl:14])(=[O:17])=[O:16])=[CH:6][CH:7]=2)=[CH:9][CH:10]=1, predict the reactants needed to synthesize it. The reactants are: [O:1]([C:8]1[CH:13]=[CH:12][N:11]=[CH:10][CH:9]=1)[C:2]1[CH:7]=[CH:6][CH:5]=[CH:4][CH:3]=1.[Cl:14][S:15](O)(=[O:17])=[O:16]. (3) Given the product [CH3:28][O:27][C:19]1[CH:18]=[C:17]([O:6][S:3]([C:2]([F:15])([F:14])[F:1])(=[O:5])=[O:4])[CH:26]=[CH:25][C:20]=1[C:21]([O:23][CH3:24])=[O:22], predict the reactants needed to synthesize it. The reactants are: [F:1][C:2]([F:15])([F:14])[S:3]([O:6]S(C(F)(F)F)(=O)=O)(=[O:5])=[O:4].O[C:17]1[CH:26]=[CH:25][C:20]([C:21]([O:23][CH3:24])=[O:22])=[C:19]([O:27][CH3:28])[CH:18]=1.N1C=CC=CC=1.Cl. (4) The reactants are: [CH3:1][C:2]1[CH:10]=[CH:9][C:5]([C:6](Cl)=[O:7])=[CH:4][C:3]=1[C:11]([F:14])([F:13])[F:12].C(N(CC)CC)C.Cl.[CH3:23][NH:24][O:25][CH3:26]. Given the product [CH3:26][O:25][N:24]([CH3:23])[C:6](=[O:7])[C:5]1[CH:9]=[CH:10][C:2]([CH3:1])=[C:3]([C:11]([F:14])([F:13])[F:12])[CH:4]=1, predict the reactants needed to synthesize it.